This data is from Full USPTO retrosynthesis dataset with 1.9M reactions from patents (1976-2016). The task is: Predict the reactants needed to synthesize the given product. (1) Given the product [Br:1][C:2]1[CH:3]=[CH:4][C:5]([C:6]([N:19]2[CH2:20][CH2:21][O:22][CH:23]([C:28]3[CH:27]=[CH:26][CH:25]=[CH:24][CH:29]=3)[CH2:18]2)=[O:8])=[CH:9][CH:10]=1, predict the reactants needed to synthesize it. The reactants are: [Br:1][C:2]1[CH:10]=[CH:9][C:5]([C:6]([OH:8])=O)=[CH:4][CH:3]=1.Cl.C1([CH:18]2[CH2:23][O:22][CH2:21][CH2:20][NH:19]2)C=CC=CC=1.[CH:24]1[CH:25]=[CH:26][C:27]2N(O)N=N[C:28]=2[CH:29]=1.CCN(C(C)C)C(C)C. (2) Given the product [Si:2]([O:21][CH2:20][CH2:19][OH:22])([C:15]([CH3:18])([CH3:17])[CH3:16])([C:9]1[CH:14]=[CH:13][CH:12]=[CH:11][CH:10]=1)[C:3]1[CH:8]=[CH:7][CH:6]=[CH:5][CH:4]=1, predict the reactants needed to synthesize it. The reactants are: Cl[Si:2]([C:15]([CH3:18])([CH3:17])[CH3:16])([C:9]1[CH:14]=[CH:13][CH:12]=[CH:11][CH:10]=1)[C:3]1[CH:8]=[CH:7][CH:6]=[CH:5][CH:4]=1.[CH2:19]([OH:22])[CH2:20][OH:21].N1C=CN=C1.